From a dataset of Reaction yield outcomes from USPTO patents with 853,638 reactions. Predict the reaction yield, written as a fraction of the theoretical maximum amount of product (1.0 means a 100% yield; for example, 0.34 means a 34% yield). (1) The reactants are C(Cl)(=O)C(Cl)=O.[I:7][C:8]1[CH:16]=[C:15]([O:17][CH3:18])[C:14]([O:19][CH3:20])=[CH:13][C:9]=1[C:10]([OH:12])=O.[CH2:21]([N:23]([CH2:40][CH3:41])[CH2:24][CH2:25][NH:26][C:27]1[C:36]2[C:31](=[CH:32][C:33]3[O:39][CH2:38][O:37][C:34]=3[CH:35]=2)[N:30]=[CH:29][CH:28]=1)[CH3:22].C(N(CC)CC)C. The catalyst is C(Cl)Cl. The product is [CH2:38]1[O:39][C:33]2[CH:32]=[C:31]3[C:36]([C:27]([N:26]([CH2:25][CH2:24][N:23]([CH2:40][CH3:41])[CH2:21][CH3:22])[C:10](=[O:12])[C:9]4[CH:13]=[C:14]([O:19][CH3:20])[C:15]([O:17][CH3:18])=[CH:16][C:8]=4[I:7])=[CH:28][CH:29]=[N:30]3)=[CH:35][C:34]=2[O:37]1. The yield is 0.860. (2) The reactants are [CH2:1]([C:9]1[N:13]=[C:12]([CH2:14][CH2:15][C:16]2[CH:23]=[CH:22][C:19]([CH2:20][NH2:21])=[CH:18][CH:17]=2)[O:11][N:10]=1)[CH2:2][CH2:3][CH2:4][CH2:5][CH2:6][CH2:7][CH3:8].[F:24][C:25]([F:35])([F:34])[C:26]1[CH:33]=[CH:32][C:29]([CH:30]=O)=[CH:28][CH:27]=1. No catalyst specified. The product is [CH2:1]([C:9]1[N:13]=[C:12]([CH2:14][CH2:15][C:16]2[CH:23]=[CH:22][C:19]([CH2:20][NH:21][CH2:30][C:29]3[CH:28]=[CH:27][C:26]([C:25]([F:24])([F:34])[F:35])=[CH:33][CH:32]=3)=[CH:18][CH:17]=2)[O:11][N:10]=1)[CH2:2][CH2:3][CH2:4][CH2:5][CH2:6][CH2:7][CH3:8]. The yield is 0.650. (3) The reactants are [CH3:1][C:2]1[S:23][C:5]2=[N:6][C:7]([CH3:22])=[C:8]([CH2:17][C:18]([O:20]C)=[O:19])[C:9]([C:10]3[CH:15]=[CH:14][C:13]([CH3:16])=[CH:12][CH:11]=3)=[C:4]2[C:3]=1[CH3:24].[O-2].[Li+].[Li+].Cl. The catalyst is O1CCOCC1.O. The product is [CH3:1][C:2]1[S:23][C:5]2=[N:6][C:7]([CH3:22])=[C:8]([CH2:17][C:18]([OH:20])=[O:19])[C:9]([C:10]3[CH:11]=[CH:12][C:13]([CH3:16])=[CH:14][CH:15]=3)=[C:4]2[C:3]=1[CH3:24]. The yield is 0.370. (4) The reactants are [C:1]([C:3]1[N:4]=[C:5]2[C:18](=[N:19][OH:20])[C:17]3[CH:16]=[CH:15][CH:14]=[CH:13][C:12]=3[C:6]2=[N:7][C:8]=1[C:9]([NH2:11])=[O:10])#[N:2].C([O-])([O-])=O.[Cs+].[Cs+].[CH2:27]([O:29][C:30](=[O:37])[CH2:31][NH:32][C:33](=[O:36])[CH2:34]Br)[CH3:28].O. The catalyst is CN(C=O)C. The product is [CH2:27]([O:29][C:30](=[O:37])[CH2:31][NH:32][C:33](=[O:36])[CH2:34][O:20][N:19]=[C:18]1[C:5]2[C:6](=[N:7][C:8]([C:9](=[O:10])[NH2:11])=[C:3]([C:1]#[N:2])[N:4]=2)[C:12]2[CH:13]=[CH:14][CH:15]=[CH:16][C:17]1=2)[CH3:28]. The yield is 0.170.